Dataset: Forward reaction prediction with 1.9M reactions from USPTO patents (1976-2016). Task: Predict the product of the given reaction. (1) Given the reactants [N+:1]([C:4]1[CH:5]=[C:6]([NH:13][C:14](=[O:24])[C:15]2[CH:20]=[CH:19][C:18]([N:21]([CH3:23])[CH3:22])=[CH:17][CH:16]=2)[CH:7]=[CH:8][C:9]=1[N+:10]([O-])=O)([O-])=O.[OH:25][CH2:26][CH2:27][O:28][C:29]1[CH:30]=[C:31]([CH:34]=[CH:35][CH:36]=1)[CH:32]=O, predict the reaction product. The product is: [CH3:22][N:21]([CH3:23])[C:18]1[CH:19]=[CH:20][C:15]([C:14]([NH:13][C:6]2[CH:7]=[CH:8][C:9]3[NH:10][C:32]([C:31]4[CH:34]=[CH:35][CH:36]=[C:29]([O:28][CH2:27][CH2:26][OH:25])[CH:30]=4)=[N:1][C:4]=3[CH:5]=2)=[O:24])=[CH:16][CH:17]=1. (2) The product is: [CH3:1][O:2][C:3]([C@@H:5]1[CH2:9][CH2:8][CH2:7][C@@H:6]1[CH:10]1[O:14][N:13]=[C:12]([C:15]2[CH:20]=[CH:19][C:18]([O:21][CH2:23][C:24]3[C:33]4[C:28](=[CH:29][CH:30]=[CH:31][CH:32]=4)[N:27]=[C:26]([CH3:34])[CH:25]=3)=[CH:17][CH:16]=2)[CH2:11]1)=[O:4]. Given the reactants [CH3:1][O:2][C:3]([C@@H:5]1[CH2:9][CH2:8][CH2:7][C@@H:6]1[CH:10]1[O:14][N:13]=[C:12]([C:15]2[CH:20]=[CH:19][C:18]([OH:21])=[CH:17][CH:16]=2)[CH2:11]1)=[O:4].Cl[CH2:23][C:24]1[C:33]2[C:28](=[CH:29][CH:30]=[CH:31][CH:32]=2)[N:27]=[C:26]([CH3:34])[CH:25]=1.C(=O)([O-])[O-].[K+].[K+].[I-].[K+], predict the reaction product. (3) Given the reactants C([Li])CCC.CCCCCC.[CH3:12][S:13]([NH:16][C:17]1[CH:18]=[C:19]2[C:24](=[CH:25][CH:26]=1)[CH2:23][N:22]([C:27]([O:29][C:30]([CH3:33])([CH3:32])[CH3:31])=[O:28])[CH2:21][CH2:20]2)(=[O:15])=[O:14].[CH3:34][C:35]([CH3:37])=[O:36].C(=O)(O)[O-].[Na+], predict the reaction product. The product is: [OH:36][C:35]([CH3:37])([CH3:34])[CH2:12][S:13]([NH:16][C:17]1[CH:18]=[C:19]2[C:24](=[CH:25][CH:26]=1)[CH2:23][N:22]([C:27]([O:29][C:30]([CH3:33])([CH3:32])[CH3:31])=[O:28])[CH2:21][CH2:20]2)(=[O:14])=[O:15].